This data is from Forward reaction prediction with 1.9M reactions from USPTO patents (1976-2016). The task is: Predict the product of the given reaction. (1) The product is: [Br:15][C:9]1[CH:10]=[C:11]([CH3:14])[CH:12]=[CH:13][C:8]=1[NH:7][CH:1]1[CH2:6][CH2:5][CH2:4][CH2:3][CH2:2]1. Given the reactants [CH:1]1([NH:7][C:8]2[CH:13]=[CH:12][C:11]([CH3:14])=[CH:10][CH:9]=2)[CH2:6][CH2:5][CH2:4][CH2:3][CH2:2]1.[Br:15]Br.[OH-].[K+], predict the reaction product. (2) Given the reactants [Br:1][C:2]1[CH:3]=[C:4]([NH:23][CH2:24]C2C=CC=CN=2)[CH:5]=[C:6]2[C:11]=1[N:10]=[CH:9][C:8]([C:12]#[N:13])=[C:7]2[NH:14][C:15]1[CH:20]=[CH:19][C:18]([F:21])=[C:17]([Cl:22])[CH:16]=1.[CH3:31][N:32]1[CH:36]=[C:35](C=O)[N:34]=[N:33]1.[BH3-]C#N.[Na+], predict the reaction product. The product is: [Br:1][C:2]1[CH:3]=[C:4]([NH:23][CH2:24][C:35]2[N:34]=[N:33][N:32]([CH3:31])[CH:36]=2)[CH:5]=[C:6]2[C:11]=1[N:10]=[CH:9][C:8]([C:12]#[N:13])=[C:7]2[NH:14][C:15]1[CH:20]=[CH:19][C:18]([F:21])=[C:17]([Cl:22])[CH:16]=1. (3) Given the reactants C(N1C2C(=CC=C3C=2NC(=O)C3=O)CC1)(=[O:3])C.[NH:18]1[C:26]2[C:21](=[CH:22][CH:23]=[C:24]3[CH2:30][CH2:29][CH2:28][CH2:27][C:25]3=2)[C:20](=O)[C:19]1=[O:32].C([O:36][CH2:37][C:38](=O)[CH2:39][C:40]1[C:41]2[CH:48]=[C:47]([Cl:49])[CH:46]=[CH:45][C:42]=2[S:43][CH:44]=1)(=O)C.C([NH+](CC)CC)C, predict the reaction product. The product is: [Cl:49][C:47]1[CH:46]=[CH:45][C:42]2[S:43][CH:44]=[C:40]([CH2:39][C:38]3[C:37]([OH:36])=[C:20]([C:19]([OH:32])=[O:3])[C:21]4[C:26](=[C:25]5[CH2:27][CH2:28][CH2:29][CH2:30][C:24]5=[CH:23][CH:22]=4)[N:18]=3)[C:41]=2[CH:48]=1. (4) The product is: [C:1]1([CH3:16])[CH:6]=[C:5]([CH3:7])[CH:4]=[C:3]([CH3:8])[C:2]=1[C:9]1[CH:14]=[CH:13][N:12]=[CH:11][C:10]=1[NH:15][C:17](=[C:20]1[CH2:25][CH2:24][O:23][C:21]1=[O:22])[CH3:18]. Given the reactants [C:1]1([CH3:16])[CH:6]=[C:5]([CH3:7])[CH:4]=[C:3]([CH3:8])[C:2]=1[C:9]1[CH:14]=[CH:13][N:12]=[CH:11][C:10]=1[NH2:15].[C:17]([CH:20]1[CH2:25][CH2:24][O:23][C:21]1=[O:22])(=O)[CH3:18], predict the reaction product.